Dataset: NCI-60 drug combinations with 297,098 pairs across 59 cell lines. Task: Regression. Given two drug SMILES strings and cell line genomic features, predict the synergy score measuring deviation from expected non-interaction effect. (1) Drug 2: CC1=C(C=C(C=C1)C(=O)NC2=CC(=CC(=C2)C(F)(F)F)N3C=C(N=C3)C)NC4=NC=CC(=N4)C5=CN=CC=C5. Cell line: HS 578T. Drug 1: C1CCC(C1)C(CC#N)N2C=C(C=N2)C3=C4C=CNC4=NC=N3. Synergy scores: CSS=-8.46, Synergy_ZIP=11.5, Synergy_Bliss=12.2, Synergy_Loewe=5.47, Synergy_HSA=5.48. (2) Drug 1: CN1C(=O)N2C=NC(=C2N=N1)C(=O)N. Drug 2: CCCCCOC(=O)NC1=NC(=O)N(C=C1F)C2C(C(C(O2)C)O)O. Cell line: SNB-19. Synergy scores: CSS=-3.02, Synergy_ZIP=-0.256, Synergy_Bliss=-3.66, Synergy_Loewe=-8.67, Synergy_HSA=-6.74. (3) Drug 1: CCCCCOC(=O)NC1=NC(=O)N(C=C1F)C2C(C(C(O2)C)O)O. Drug 2: COCCOC1=C(C=C2C(=C1)C(=NC=N2)NC3=CC=CC(=C3)C#C)OCCOC.Cl. Cell line: SF-268. Synergy scores: CSS=-2.51, Synergy_ZIP=2.34, Synergy_Bliss=4.41, Synergy_Loewe=-2.85, Synergy_HSA=-1.27.